This data is from Reaction yield outcomes from USPTO patents with 853,638 reactions. The task is: Predict the reaction yield, written as a fraction of the theoretical maximum amount of product (1.0 means a 100% yield; for example, 0.34 means a 34% yield). (1) The reactants are [Cl:1][C:2]1[C:3]2[CH:14]=[C:13]([Cl:15])[CH:12]=[CH:11][C:4]=2[N:5]([CH3:10])[C:6](=[O:9])[CH2:7][N:8]=1.CC(C)([O-])C.[K+].[Br:22][C:23]1[CH:30]=[CH:29][CH:28]=[CH:27][C:24]=1[CH2:25]Br.N1CCNCC1. The product is [Br:22][C:23]1[CH:30]=[CH:29][CH:28]=[CH:27][C:24]=1[CH2:25][CH:7]1[C:6](=[O:9])[N:5]([CH3:10])[C:4]2[CH:11]=[CH:12][C:13]([Cl:15])=[CH:14][C:3]=2[C:2]([Cl:1])=[N:8]1. The yield is 0.650. The catalyst is O1CCCC1. (2) The yield is 0.890. The product is [CH:43]1([C:46]([N:26]2[CH2:27][CH2:28][N:23]([C:21]([C:16]3[NH:17][C:18]4[C:14]([CH:15]=3)=[CH:13][C:12]([C:10]([N:7]3[CH2:6][CH2:5][N:4]([CH:1]([CH3:3])[CH3:2])[CH2:9][CH2:8]3)=[O:11])=[CH:20][CH:19]=4)=[O:22])[CH2:24][CH2:25]2)=[O:48])[CH2:45][CH2:44]1. No catalyst specified. The reactants are [CH:1]([N:4]1[CH2:9][CH2:8][N:7]([C:10]([C:12]2[CH:13]=[C:14]3[C:18](=[CH:19][CH:20]=2)[NH:17][C:16]([C:21]([N:23]2[CH2:28][CH2:27][N:26](S(C)(=O)=O)[CH2:25][CH2:24]2)=[O:22])=[CH:15]3)=[O:11])[CH2:6][CH2:5]1)([CH3:3])[CH3:2].Cl.N1(C(N)=O)CCNCC1.[CH:43]1([C:46]([OH:48])=O)[CH2:45][CH2:44]1.